From a dataset of Forward reaction prediction with 1.9M reactions from USPTO patents (1976-2016). Predict the product of the given reaction. (1) Given the reactants [NH2:1][C:2]1[CH:6]=[CH:5][S:4][C:3]=1[C:7]([O:9][CH3:10])=[O:8].[N:11]([O-])=O.[Na+].[CH3:15][NH:16][CH3:17], predict the reaction product. The product is: [CH3:15][N:16]([N:11]=[N:1][C:2]1[CH:6]=[CH:5][S:4][C:3]=1[C:7]([O:9][CH3:10])=[O:8])[CH3:17]. (2) Given the reactants Br[C:2]1[N:7]=[C:6]([CH3:8])[C:5]([C:9]([N:11]2[CH2:16][CH2:15][N:14]([C:17]3[C:22]([CH:23]4[CH2:25][CH2:24]4)=[CH:21][C:20]([CH:26]4[CH2:28][CH2:27]4)=[CH:19][N:18]=3)[CH2:13][CH2:12]2)=[O:10])=[CH:4][CH:3]=1.[C:29]([N:32]1[CH2:36][CH2:35][NH:34][C:33]1=[O:37])(=[O:31])[CH3:30], predict the reaction product. The product is: [C:29]([N:32]1[CH2:36][CH2:35][N:34]([C:2]2[CH:3]=[CH:4][C:5]([C:9]([N:11]3[CH2:16][CH2:15][N:14]([C:17]4[C:22]([CH:23]5[CH2:25][CH2:24]5)=[CH:21][C:20]([CH:26]5[CH2:28][CH2:27]5)=[CH:19][N:18]=4)[CH2:13][CH2:12]3)=[O:10])=[C:6]([CH3:8])[N:7]=2)[C:33]1=[O:37])(=[O:31])[CH3:30]. (3) Given the reactants [CH3:1][C:2]([N+:9]#[C-:10])([CH3:8])[CH2:3][C:4]([CH3:7])([CH3:6])[CH3:5].[I:11][C:12]1[CH:13]=[CH:14][C:15]([N:18]=[CH2:19])=[N:16][CH:17]=1, predict the reaction product. The product is: [I:11][C:12]1[CH:13]=[CH:14][C:15]2[N:16]([C:10]([NH:9][C:2]([CH3:8])([CH3:1])[CH2:3][C:4]([CH3:7])([CH3:6])[CH3:5])=[CH:19][N:18]=2)[CH:17]=1. (4) Given the reactants [CH:1]1([C:4]2[C:10]([F:11])=[CH:9][C:8]([N+:12]([O-:14])=[O:13])=[CH:7][C:5]=2[NH2:6])[CH2:3][CH2:2]1.C1(C)C=CC=CC=1.[C:22](Cl)(Cl)=[O:23], predict the reaction product. The product is: [CH:1]1([C:4]2[C:10]([F:11])=[CH:9][C:8]([N+:12]([O-:14])=[O:13])=[CH:7][C:5]=2[N:6]=[C:22]=[O:23])[CH2:3][CH2:2]1. (5) Given the reactants [F:1][C:2]([F:33])([F:32])[O:3][C:4]1[CH:31]=[CH:30][C:7]([CH2:8][N:9]([C:16]2[N:17]=[C:18]3[CH:23]=[C:22]([C:24]([F:27])([F:26])[F:25])[CH:21]=[CH:20][N:19]3[C:28]=2[CH3:29])[S:10]([CH2:13][CH2:14]Br)(=[O:12])=[O:11])=[CH:6][CH:5]=1.[CH2:34]([NH:38][CH2:39][CH:40]([CH3:42])[CH3:41])[CH:35]([CH3:37])[CH3:36], predict the reaction product. The product is: [F:1][C:2]([F:33])([F:32])[O:3][C:4]1[CH:31]=[CH:30][C:7]([CH2:8][N:9]([C:16]2[N:17]=[C:18]3[CH:23]=[C:22]([C:24]([F:27])([F:26])[F:25])[CH:21]=[CH:20][N:19]3[C:28]=2[CH3:29])[S:10]([CH2:13][CH2:14][N:38]([CH2:39][CH:40]([CH3:42])[CH3:41])[CH2:34][CH:35]([CH3:37])[CH3:36])(=[O:12])=[O:11])=[CH:6][CH:5]=1. (6) Given the reactants [F:1][C:2]1[CH:22]=[C:21]([S:23]([CH3:26])(=[O:25])=[O:24])[CH:20]=[CH:19][C:3]=1[O:4][C:5]1[C:10]([CH3:11])=[C:9]([O:12][CH:13]2[CH2:18][CH2:17][NH:16][CH2:15][CH2:14]2)[N:8]=[CH:7][N:6]=1.[C:27]([O:31][CH2:32][CH2:33][C:34](O)=[O:35])([CH3:30])([CH3:29])[CH3:28].CN(C(ON1N=NC2C=CC=NC1=2)=[N+](C)C)C.F[P-](F)(F)(F)(F)F.C(N(CC)CC)C, predict the reaction product. The product is: [C:27]([O:31][CH2:32][CH2:33][C:34]([N:16]1[CH2:17][CH2:18][CH:13]([O:12][C:9]2[C:10]([CH3:11])=[C:5]([O:4][C:3]3[CH:19]=[CH:20][C:21]([S:23]([CH3:26])(=[O:24])=[O:25])=[CH:22][C:2]=3[F:1])[N:6]=[CH:7][N:8]=2)[CH2:14][CH2:15]1)=[O:35])([CH3:30])([CH3:29])[CH3:28]. (7) Given the reactants [Cl:1][C:2]1[CH:3]=[C:4]([CH:9]([N:11]2[CH2:16][CH2:15][N:14](C(OC(C)(C)C)=O)[CH2:13][CH2:12]2)[CH3:10])[CH:5]=[C:6]([Cl:8])[CH:7]=1.FC(F)(F)C(O)=O, predict the reaction product. The product is: [Cl:1][C:2]1[CH:3]=[C:4]([CH:9]([N:11]2[CH2:12][CH2:13][NH:14][CH2:15][CH2:16]2)[CH3:10])[CH:5]=[C:6]([Cl:8])[CH:7]=1.